Binary Classification. Given a T-cell receptor sequence (or CDR3 region) and an epitope sequence, predict whether binding occurs between them. From a dataset of TCR-epitope binding with 47,182 pairs between 192 epitopes and 23,139 TCRs. (1) The epitope is AYILFTRFFYV. The TCR CDR3 sequence is CASSQEFGSGLIFSTDTQYF. Result: 1 (the TCR binds to the epitope). (2) The epitope is FLNGSCGSV. The TCR CDR3 sequence is CASSQPGLSYNEQFF. Result: 0 (the TCR does not bind to the epitope). (3) The epitope is YEGNSPFHPL. The TCR CDR3 sequence is CAISELAGRGNEQFF. Result: 0 (the TCR does not bind to the epitope). (4) The TCR CDR3 sequence is CASSIGWHGYTF. The epitope is GILGFVFTL. Result: 1 (the TCR binds to the epitope).